From a dataset of Peptide-MHC class II binding affinity with 134,281 pairs from IEDB. Regression. Given a peptide amino acid sequence and an MHC pseudo amino acid sequence, predict their binding affinity value. This is MHC class II binding data. The binding affinity (normalized) is 0.872. The MHC is HLA-DPA10201-DPB10501 with pseudo-sequence HLA-DPA10201-DPB10501. The peptide sequence is EKKYFAATQFIPLAA.